This data is from Full USPTO retrosynthesis dataset with 1.9M reactions from patents (1976-2016). The task is: Predict the reactants needed to synthesize the given product. (1) Given the product [CH3:33][C:23]1[CH:22]=[C:21]([O:20][CH2:19]/[CH:18]=[C:17](/[C:34]2[CH:43]=[CH:42][C:37]3[O:38][C:39]([CH3:41])=[CH:40][C:36]=3[CH:35]=2)\[C:14]2[CH:15]=[CH:16][C:11]([C:3]#[C:2][CH2:1][N:4]3[CH2:9][CH2:8][O:7][CH2:6][CH2:5]3)=[CH:12][CH:13]=2)[CH:32]=[CH:31][C:24]=1[O:25][CH2:26][C:27]([O:29][CH3:30])=[O:28], predict the reactants needed to synthesize it. The reactants are: [CH2:1]([N:4]1[CH2:9][CH2:8][O:7][CH2:6][CH2:5]1)[C:2]#[CH:3].I[C:11]1[CH:16]=[CH:15][C:14](/[C:17](/[C:34]2[CH:43]=[CH:42][C:37]3[O:38][C:39]([CH3:41])=[CH:40][C:36]=3[CH:35]=2)=[CH:18]/[CH2:19][O:20][C:21]2[CH:32]=[CH:31][C:24]([O:25][CH2:26][C:27]([O:29][CH3:30])=[O:28])=[C:23]([CH3:33])[CH:22]=2)=[CH:13][CH:12]=1. (2) The reactants are: [CH3:1][I:2].[F:3][C@@H:4]1[CH2:8][N:7]([C:9]([N:11]2[CH:15]=[CH:14][N:13]=[CH:12]2)=[O:10])[C@H:6]([C:16]#[N:17])[CH2:5]1. Given the product [I-:2].[C:16]([C@@H:6]1[CH2:5][C@H:4]([F:3])[CH2:8][N:7]1[C:9]([N:11]1[CH:15]=[CH:14][N+:13]([CH3:1])=[CH:12]1)=[O:10])#[N:17], predict the reactants needed to synthesize it. (3) The reactants are: [CH2:1]([O:3][C:4]([C:6]1[CH:10]=[C:9]([NH:11][C:12]([NH:14][C:15](=[O:22])[C:16]2[CH:21]=[CH:20][CH:19]=[CH:18][CH:17]=2)=[S:13])[N:8]([C:23]2[CH:28]=[CH:27][CH:26]=[CH:25][CH:24]=2)[N:7]=1)=[O:5])[CH3:2].BrN1C(=O)CCC1=O. Given the product [CH2:1]([O:3][C:4]([C:6]1[C:10]2[S:13][C:12]([NH:14][C:15](=[O:22])[C:16]3[CH:17]=[CH:18][CH:19]=[CH:20][CH:21]=3)=[N:11][C:9]=2[N:8]([C:23]2[CH:24]=[CH:25][CH:26]=[CH:27][CH:28]=2)[N:7]=1)=[O:5])[CH3:2], predict the reactants needed to synthesize it. (4) Given the product [N:4]1[CH:5]=[CH:6][CH:7]=[CH:8][C:3]=1[CH2:2][O:1][C:15]1[N:20]=[C:19]([NH:21][CH2:22][C:23]2[CH:28]=[CH:27][C:26]([O:29][CH3:30])=[C:25]([Cl:31])[CH:24]=2)[C:18]([C:32]([O:34][CH2:35][CH3:36])=[O:33])=[CH:17][N:16]=1, predict the reactants needed to synthesize it. The reactants are: [OH:1][CH2:2][C:3]1[CH:8]=[CH:7][CH:6]=[CH:5][N:4]=1.[H-].[Na+].CS([C:15]1[N:20]=[C:19]([NH:21][CH2:22][C:23]2[CH:28]=[CH:27][C:26]([O:29][CH3:30])=[C:25]([Cl:31])[CH:24]=2)[C:18]([C:32]([O:34][CH2:35][CH3:36])=[O:33])=[CH:17][N:16]=1)(=O)=O.